This data is from Full USPTO retrosynthesis dataset with 1.9M reactions from patents (1976-2016). The task is: Predict the reactants needed to synthesize the given product. (1) Given the product [CH2:1]([CH2:13][NH2:14])[CH2:2][C:3]([P:5]([OH:7])([OH:8])=[O:6])([P:9]([OH:12])([OH:11])=[O:10])[OH:4].[P:19]([O-:23])([O-:22])([O-:21])=[O:20], predict the reactants needed to synthesize it. The reactants are: [CH2:1]([CH2:13][NH2:14])[CH2:2][C:3]([P:9]([O-:12])([OH:11])=[O:10])([P:5]([OH:8])([OH:7])=[O:6])[OH:4].O.O.O.[Na+].[P:19]([O-:23])([O-:22])([O-:21])=[O:20].[Na+].[Na+].[Na+].C(CN)CC(P(O)(O)=O)(P(O)(O)=O)O.P([O-])([O-])([O-])=O.[OH-].[Na+]. (2) Given the product [CH2:17]([NH:16][C:14](=[O:15])[NH:13][C:6]1[N:7]=[CH:8][C:9]2[C:4]([CH:5]=1)=[CH:3][C:2]([NH:1][C:19](=[O:26])[C:20]1[CH:25]=[CH:24][CH:23]=[N:22][CH:21]=1)=[CH:11][C:10]=2[CH3:12])[CH3:18], predict the reactants needed to synthesize it. The reactants are: [NH2:1][C:2]1[CH:3]=[C:4]2[C:9](=[C:10]([CH3:12])[CH:11]=1)[CH:8]=[N:7][C:6]([NH:13][C:14]([NH:16][CH2:17][CH3:18])=[O:15])=[CH:5]2.[C:19](O)(=[O:26])[C:20]1[CH:25]=[CH:24][CH:23]=[N:22][CH:21]=1. (3) Given the product [CH3:7][O:8][CH2:9][CH2:10][N:11]1[C:12]([CH3:22])=[CH:13][C:14]([C:16]2[CH:21]=[CH:20][CH:19]=[CH:18][CH:17]=2)=[C:15]1[C:1](=[O:5])[C:2]([Cl:4])=[O:3], predict the reactants needed to synthesize it. The reactants are: [C:1](Cl)(=[O:5])[C:2]([Cl:4])=[O:3].[CH3:7][O:8][CH2:9][CH2:10][N:11]1[CH:15]=[C:14]([C:16]2[CH:21]=[CH:20][CH:19]=[CH:18][CH:17]=2)[CH:13]=[C:12]1[CH3:22]. (4) Given the product [CH3:38][O:39][C:40](=[O:74])[CH2:41][C@H:42]([O:66][Si:67]([C:70]([CH3:71])([CH3:72])[CH3:73])([CH3:68])[CH3:69])[CH2:43][C:44](=[O:65])[CH:45]=[CH:75][C:16]1[N:15]([CH:35]([CH3:36])[CH3:37])[C:14]([C:12](=[O:13])[NH:11][C:8]2[CH:9]=[CH:10][C:5]([S:1](=[O:4])(=[O:3])[NH2:2])=[CH:6][CH:7]=2)=[C:18]([C:19]2[CH:24]=[CH:23][C:22]([F:25])=[CH:21][CH:20]=2)[C:17]=1[C:26]1[CH:31]=[CH:30][C:29]([F:32])=[CH:28][CH:27]=1, predict the reactants needed to synthesize it. The reactants are: [S:1]([C:5]1[CH:10]=[CH:9][C:8]([NH:11][C:12]([C:14]2[N:15]([CH:35]([CH3:37])[CH3:36])[C:16](C=O)=[C:17]([C:26]3[CH:31]=[CH:30][C:29]([F:32])=[CH:28][CH:27]=3)[C:18]=2[C:19]2[CH:24]=[CH:23][C:22]([F:25])=[CH:21][CH:20]=2)=[O:13])=[CH:7][CH:6]=1)(=[O:4])(=[O:3])[NH2:2].[CH3:38][O:39][C:40](=[O:74])[CH2:41][CH:42]([O:66][Si:67]([C:70]([CH3:73])([CH3:72])[CH3:71])([CH3:69])[CH3:68])[CH2:43][C:44](=[O:65])[CH:45]=P(C1C=CC=CC=1)(C1C=CC=CC=1)C1C=CC=CC=1.[C:75]1(C)C=CC=CC=1. (5) The reactants are: [OH:1][C:2]1[C:7]([C:8]2[C:16]3[C:15]([NH:17][CH:18]([C:20]4[N:25]([C:26]5[CH:31]=[CH:30][CH:29]=[CH:28][CH:27]=5)[C:24](=[O:32])[C:23]5=[C:33]([CH3:36])[CH:34]=[CH:35][N:22]5[N:21]=4)[CH3:19])=[N:14][CH:13]=[N:12][C:11]=3[N:10](COCC[Si](C)(C)C)[CH:9]=2)=[CH:6][CH:5]=[CH:4][C:3]=1[NH:45][S:46]([CH3:49])(=[O:48])=[O:47].FC(F)(F)C(O)=O.N. Given the product [OH:1][C:2]1[C:7]([C:8]2[C:16]3[C:15]([NH:17][C@H:18]([C:20]4[N:25]([C:26]5[CH:27]=[CH:28][CH:29]=[CH:30][CH:31]=5)[C:24](=[O:32])[C:23]5=[C:33]([CH3:36])[CH:34]=[CH:35][N:22]5[N:21]=4)[CH3:19])=[N:14][CH:13]=[N:12][C:11]=3[NH:10][CH:9]=2)=[CH:6][CH:5]=[CH:4][C:3]=1[NH:45][S:46]([CH3:49])(=[O:47])=[O:48], predict the reactants needed to synthesize it. (6) Given the product [Cl:1][C:2]1[C:3]([CH3:18])=[C:4]([NH:10][C@H:11]([C@H:15]([OH:17])[CH3:16])[C:12]([OH:14])=[O:13])[CH:5]=[CH:6][C:7]=1[C:8]#[N:9], predict the reactants needed to synthesize it. The reactants are: [Cl:1][C:2]1[C:3]([CH3:18])=[C:4]([NH:10][C@H:11]([C@@H:15]([OH:17])[CH3:16])[C:12]([OH:14])=[O:13])[CH:5]=[CH:6][C:7]=1[C:8]#[N:9].[N+](C1C=CC(C(NN)=O)=CC=1)([O-])=O.O.ON1C2C=CC=CC=2N=N1.Cl.CN(C)CCCN=C=NCC.C(N(CC)CC)C. (7) Given the product [CH2:17]([O:15][C:14](=[O:16])[C@H:6]([CH2:7][CH2:8][CH2:9][NH:10][C:11](=[NH:12])[NH2:13])[NH2:5])[CH2:18][CH2:19][CH2:20][CH2:21][CH2:22][CH2:23][CH3:24], predict the reactants needed to synthesize it. The reactants are: S(Cl)(Cl)=O.[NH2:5][C@H:6]([C:14]([OH:16])=[O:15])[CH2:7][CH2:8][CH2:9][NH:10][C:11](=[NH:13])[NH2:12].[CH2:17](O)[CH2:18][CH2:19][CH2:20][CH2:21][CH2:22][CH2:23][CH3:24].